From a dataset of Full USPTO retrosynthesis dataset with 1.9M reactions from patents (1976-2016). Predict the reactants needed to synthesize the given product. Given the product [Br:1][C:2]1[CH:3]=[C:4]([CH:27]=[CH:28][CH:29]=1)[CH2:5][N:6]1[C:14]2[C:13](=[O:15])[N:12]([CH2:37][CH2:38][O:39][CH3:40])[C:11](=[O:16])[N:10]([CH3:17])[C:9]=2[N:8]=[C:7]1[S:18][CH:19]([CH2:25][CH3:26])[C:20]([O:22][CH2:23][CH3:24])=[O:21], predict the reactants needed to synthesize it. The reactants are: [Br:1][C:2]1[CH:3]=[C:4]([CH:27]=[CH:28][CH:29]=1)[CH2:5][N:6]1[C:14]2[C:13](=[O:15])[NH:12][C:11](=[O:16])[N:10]([CH3:17])[C:9]=2[N:8]=[C:7]1[S:18][CH:19]([CH2:25][CH3:26])[C:20]([O:22][CH2:23][CH3:24])=[O:21].C(=O)([O-])[O-].[K+].[K+].Br[CH2:37][CH2:38][O:39][CH3:40].O.